Dataset: TCR-epitope binding with 47,182 pairs between 192 epitopes and 23,139 TCRs. Task: Binary Classification. Given a T-cell receptor sequence (or CDR3 region) and an epitope sequence, predict whether binding occurs between them. The epitope is DATYQRTRALVR. The TCR CDR3 sequence is CASSSIGVAGEETQYF. Result: 1 (the TCR binds to the epitope).